The task is: Predict which catalyst facilitates the given reaction.. This data is from Catalyst prediction with 721,799 reactions and 888 catalyst types from USPTO. Reactant: [F:1][C:2]1[C:7]2[C:8]([C:18](=[O:21])[NH:19][CH3:20])=[C:9]([C:11]3[CH:16]=[CH:15][C:14]([F:17])=[CH:13][CH:12]=3)[O:10][C:6]=2[CH:5]=[CH:4][C:3]=1[C:22]1[C:23]([CH3:33])=[CH:24][C:25]([O:31][CH3:32])=[C:26]([CH:30]=1)[C:27](O)=[O:28].[CH3:34][C:35]1[CH:40]=[CH:39][N:38]=[C:37]([C:41]2([NH2:44])[CH2:43][CH2:42]2)[N:36]=1.C(N(CC)CC)C. Product: [F:1][C:2]1[C:7]2[C:8]([C:18]([NH:19][CH3:20])=[O:21])=[C:9]([C:11]3[CH:12]=[CH:13][C:14]([F:17])=[CH:15][CH:16]=3)[O:10][C:6]=2[CH:5]=[CH:4][C:3]=1[C:22]1[CH:30]=[C:26]([C:27](=[O:28])[NH:44][C:41]2([C:37]3[N:36]=[C:35]([CH3:34])[CH:40]=[CH:39][N:38]=3)[CH2:43][CH2:42]2)[C:25]([O:31][CH3:32])=[CH:24][C:23]=1[CH3:33]. The catalyst class is: 3.